Dataset: Reaction yield outcomes from USPTO patents with 853,638 reactions. Task: Predict the reaction yield, written as a fraction of the theoretical maximum amount of product (1.0 means a 100% yield; for example, 0.34 means a 34% yield). (1) The reactants are [CH:1]([N:4]1[CH:8]=[N:7][N:6]=[C:5]1[C:9]1[S:10][C:11]2[CH2:12][CH2:13][O:14][C:15]3[CH:22]=[C:21]([CH2:23][OH:24])[CH:20]=[CH:19][C:16]=3[C:17]=2[N:18]=1)([CH3:3])[CH3:2].CC(OI1(OC(C)=O)(OC(C)=O)OC(=O)C2C=CC=CC1=2)=O. The catalyst is C(Cl)Cl. The product is [CH:1]([N:4]1[CH:8]=[N:7][N:6]=[C:5]1[C:9]1[S:10][C:11]2[CH2:12][CH2:13][O:14][C:15]3[CH:22]=[C:21]([CH:23]=[O:24])[CH:20]=[CH:19][C:16]=3[C:17]=2[N:18]=1)([CH3:3])[CH3:2]. The yield is 0.980. (2) The reactants are [C:1]([O:5][C:6]([C@@H:8]([CH2:13][C:14]1[CH:24]=[CH:23][C:17]2[O:18][C:19]([F:22])([F:21])[O:20][C:16]=2[CH:15]=1)[C:9]([O:11]C)=[O:10])=[O:7])([CH3:4])([CH3:3])[CH3:2].[Li+].[OH-]. The catalyst is C1COCC1. The product is [C:1]([O:5][C:6]([C@@H:8]([CH2:13][C:14]1[CH:24]=[CH:23][C:17]2[O:18][C:19]([F:21])([F:22])[O:20][C:16]=2[CH:15]=1)[C:9]([OH:11])=[O:10])=[O:7])([CH3:4])([CH3:2])[CH3:3]. The yield is 0.980. (3) The reactants are [NH2:1][C:2]1[C:3]2[C:10]([C:11]3[CH:12]=[N:13][C:14]4[C:19]([CH:20]=3)=[CH:18][CH:17]=[CH:16][CH:15]=4)=[C:9](Br)[N:8]([CH2:22][C@H:23]([NH:26][C:27](=[O:33])[O:28][C:29]([CH3:32])([CH3:31])[CH3:30])[CH:24]=[CH2:25])[C:4]=2[N:5]=[CH:6][N:7]=1.NC1C2C(C3C=NC4C(C=3)=CC=CC=4)=C3N(C=2N=CN=1)C[C@@H](NC(=O)OC(C)(C)C)CC3. No catalyst specified. The product is [NH2:1][C:2]1[C:3]2[C:10]([C:11]3[CH:12]=[N:13][C:14]4[C:19]([CH:20]=3)=[CH:18][CH:17]=[CH:16][CH:15]=4)=[C:9]3[N:8]([C:4]=2[N:5]=[CH:6][N:7]=1)[CH2:22][C@H:23]([NH:26][C:27](=[O:33])[O:28][C:29]([CH3:32])([CH3:31])[CH3:30])[CH2:24][CH2:25]3. The yield is 0.840. (4) The reactants are C(N(CC)CC)C.C(OC(=O)C(F)(F)F)C.[NH2:17][CH:18]([CH2:21][OH:22])[CH2:19][OH:20].[CH3:23][O:24][C:25]1[CH:46]=[CH:45][C:28]([C:29](Cl)([C:38]2[CH:43]=[CH:42][CH:41]=[CH:40][CH:39]=2)[C:30]2[CH:35]=[CH:34][C:33]([O:36][CH3:37])=[CH:32][CH:31]=2)=[CH:27][CH:26]=1. The catalyst is CO.N1C=CC=CC=1. The product is [CH3:37][O:36][C:33]1[CH:32]=[CH:31][C:30]([C:29]([O:20][CH2:19][CH:18]([NH2:17])[CH2:21][OH:22])([C:38]2[CH:39]=[CH:40][CH:41]=[CH:42][CH:43]=2)[C:28]2[CH:45]=[CH:46][C:25]([O:24][CH3:23])=[CH:26][CH:27]=2)=[CH:35][CH:34]=1. The yield is 0.640.